From a dataset of Full USPTO retrosynthesis dataset with 1.9M reactions from patents (1976-2016). Predict the reactants needed to synthesize the given product. (1) The reactants are: CC1(C)CCC(C)(C)C2C=C(O)C(C(O)=O)=CC1=2.[CH3:19][C:20]1([CH3:37])[CH2:29][CH2:28][C:27]([CH3:31])([CH3:30])[C:26]2[C:25]([Br:32])=[C:24]([OH:33])[C:23]([C:34]([OH:36])=[O:35])=[CH:22][C:21]1=2.[CH3:38][O:39][CH2:40]Cl. Given the product [CH3:19][C:20]1([CH3:37])[CH2:29][CH2:28][C:27]([CH3:30])([CH3:31])[C:26]2[C:25]([Br:32])=[C:24]([O:33][CH2:38][O:39][CH3:40])[C:23]([C:34]([OH:36])=[O:35])=[CH:22][C:21]1=2, predict the reactants needed to synthesize it. (2) Given the product [C:20]([O:24][C:25]([NH:27][CH2:28][CH2:29][C:30]([C:14]1[CH:15]=[CH:16][CH:17]=[CH:18][CH:19]=1)=[O:31])=[O:26])([CH3:23])([CH3:22])[CH3:21], predict the reactants needed to synthesize it. The reactants are: [C:14]1(P([C:14]2[CH:19]=[CH:18][CH:17]=[CH:16][CH:15]=2)[C:14]2[CH:19]=[CH:18][CH:17]=[CH:16][CH:15]=2)[CH:19]=[CH:18][CH:17]=[CH:16][CH:15]=1.[C:20]([O:24][C:25]([NH:27][CH2:28][CH2:29][C:30](O)=[O:31])=[O:26])([CH3:23])([CH3:22])[CH3:21].C1(B(O)O)C=CC=CC=1.O.CC(C)(C)C(OC(=O)C(C)(C)C)=O. (3) Given the product [F:1][C:2]1[C:3]([C:18]2[N:22]([CH3:23])[C:21]3[CH:24]=[CH:25][CH:26]=[CH:27][C:20]=3[N:19]=2)=[CH:4][C:5]([N:8]2[CH2:9][CH2:10][N:11]([S:14]([CH2:17][C:34]([CH3:36])([OH:35])[CH3:33])(=[O:16])=[O:15])[CH2:12][CH2:13]2)=[N:6][CH:7]=1, predict the reactants needed to synthesize it. The reactants are: [F:1][C:2]1[C:3]([C:18]2[N:22]([CH3:23])[C:21]3[CH:24]=[CH:25][CH:26]=[CH:27][C:20]=3[N:19]=2)=[CH:4][C:5]([N:8]2[CH2:13][CH2:12][N:11]([S:14]([CH3:17])(=[O:16])=[O:15])[CH2:10][CH2:9]2)=[N:6][CH:7]=1.[Li]CCCC.[CH3:33][C:34]([CH3:36])=[O:35].ClCCl.